This data is from Catalyst prediction with 721,799 reactions and 888 catalyst types from USPTO. The task is: Predict which catalyst facilitates the given reaction. (1) The catalyst class is: 392. Product: [F:13][C:14]1[CH:19]=[CH:18][C:17]([NH:20][C:21]([CH:10]2[C:4](=[O:3])[CH:5]3[CH2:12][CH:8]([CH2:7][CH2:6]3)[C:9]2=[O:11])=[O:22])=[CH:16][C:15]=1[C:23]([F:24])([F:25])[F:26]. Reactant: [H-].[Na+].[O:3]=[C:4]1[CH2:10][C:9](=[O:11])[CH:8]2[CH2:12][CH:5]1[CH2:6][CH2:7]2.[F:13][C:14]1[CH:19]=[CH:18][C:17]([N:20]=[C:21]=[O:22])=[CH:16][C:15]=1[C:23]([F:26])([F:25])[F:24]. (2) Reactant: [NH2:1][C:2]1[CH:3]=[C:4]([NH:12][C:13]2[N:18]=[C:17]([NH:19][C:20]3[CH:29]=[CH:28][CH:27]=[CH:26][C:21]=3[C:22]([NH:24][CH3:25])=[O:23])[C:16]([Cl:30])=[CH:15][N:14]=2)[CH:5]=[C:6]([C:8]([F:11])([F:10])[F:9])[CH:7]=1.CCN(C(C)C)C(C)C.[C:40](Cl)(=[O:43])[CH:41]=[CH2:42]. Product: [C:40]([NH:1][C:2]1[CH:3]=[C:4]([NH:12][C:13]2[N:18]=[C:17]([NH:19][C:20]3[CH:29]=[CH:28][CH:27]=[CH:26][C:21]=3[C:22]([NH:24][CH3:25])=[O:23])[C:16]([Cl:30])=[CH:15][N:14]=2)[CH:5]=[C:6]([C:8]([F:11])([F:10])[F:9])[CH:7]=1)(=[O:43])[CH:41]=[CH2:42]. The catalyst class is: 1.